This data is from Forward reaction prediction with 1.9M reactions from USPTO patents (1976-2016). The task is: Predict the product of the given reaction. Given the reactants C(OC([NH:8][CH2:9][C@H:10]([N:12]1[C:16]([C:17](OCC)=[O:18])=[CH:15][C:14]([CH2:22][O:23][C:24]2[CH:29]=[CH:28][CH:27]=[CH:26][CH:25]=2)=[N:13]1)[CH3:11])=O)(C)(C)C.Cl.C([O-])(O)=O.[Na+], predict the reaction product. The product is: [CH3:11][C@H:10]1[N:12]2[N:13]=[C:14]([CH2:22][O:23][C:24]3[CH:29]=[CH:28][CH:27]=[CH:26][CH:25]=3)[CH:15]=[C:16]2[C:17](=[O:18])[NH:8][CH2:9]1.